Dataset: Forward reaction prediction with 1.9M reactions from USPTO patents (1976-2016). Task: Predict the product of the given reaction. (1) Given the reactants [NH2:1][CH:2]([C:5]1[N:10]([CH2:11][C:12]2[CH:17]=[CH:16][CH:15]=[CH:14][CH:13]=2)[C:9](=[O:18])[C:8]2=[CH:19][CH:20]=[CH:21][N:7]2[N:6]=1)[CH2:3][CH3:4].[C:22]1(=O)[CH2:26][CH2:25][CH2:24][CH2:23]1.C([O-])(=O)C.[Na+].C(O[BH-](OC(=O)C)OC(=O)C)(=O)C.[Na+], predict the reaction product. The product is: [CH2:11]([N:10]1[C:9](=[O:18])[C:8]2=[CH:19][CH:20]=[CH:21][N:7]2[N:6]=[C:5]1[CH:2]([NH:1][CH:22]1[CH2:26][CH2:25][CH2:24][CH2:23]1)[CH2:3][CH3:4])[C:12]1[CH:13]=[CH:14][CH:15]=[CH:16][CH:17]=1. (2) Given the reactants [Li+].[Cl-].CON(C)[C:6]([C@@H:8]1[C:11](=[O:12])[N:10]([C:13]([C:26]2[CH:31]=[CH:30][CH:29]=[CH:28][CH:27]=2)([C:20]2[CH:25]=[CH:24][CH:23]=[CH:22][CH:21]=2)[C:14]2[CH:19]=[CH:18][CH:17]=[CH:16][CH:15]=2)[C@H:9]1[CH2:32][C:33]([O:35][CH3:36])=[O:34])=[O:7].[CH3:38][Mg+].[Br-], predict the reaction product. The product is: [C:6]([C@H:8]1[C:11](=[O:12])[N:10]([C:13]([C:14]2[CH:19]=[CH:18][CH:17]=[CH:16][CH:15]=2)([C:20]2[CH:25]=[CH:24][CH:23]=[CH:22][CH:21]=2)[C:26]2[CH:31]=[CH:30][CH:29]=[CH:28][CH:27]=2)[C@H:9]1[CH2:32][C:33]([O:35][CH3:36])=[O:34])(=[O:7])[CH3:38].